From a dataset of Catalyst prediction with 721,799 reactions and 888 catalyst types from USPTO. Predict which catalyst facilitates the given reaction. (1) Reactant: [OH:1][CH:2]([C:28]([CH3:31])([CH3:30])[CH3:29])[CH2:3][O:4][C:5]1[CH:10]=[CH:9][C:8]([C:11]([C:16]2[CH:25]=[CH:24][C:19]([C:20]([O:22][CH3:23])=[O:21])=[C:18]([CH3:26])[CH:17]=2)([CH2:14][CH3:15])[CH2:12][CH3:13])=[CH:7][C:6]=1[CH3:27].N1C=CN=C1.[CH3:37][C:38]([Si:41](Cl)([CH3:43])[CH3:42])([CH3:40])[CH3:39]. Product: [Si:41]([O:1][CH:2]([C:28]([CH3:29])([CH3:31])[CH3:30])[CH2:3][O:4][C:5]1[CH:10]=[CH:9][C:8]([C:11]([C:16]2[CH:25]=[CH:24][C:19]([C:20]([O:22][CH3:23])=[O:21])=[C:18]([CH3:26])[CH:17]=2)([CH2:12][CH3:13])[CH2:14][CH3:15])=[CH:7][C:6]=1[CH3:27])([C:38]([CH3:40])([CH3:39])[CH3:37])([CH3:43])[CH3:42]. The catalyst class is: 3. (2) Reactant: [CH3:1][O:2][C:3]1[CH:8]=[CH:7][C:6]([S:9]([N:12]2[CH2:18][C:17]3[CH:19]=[CH:20][C:21]([C:23](OC)=[O:24])=[CH:22][C:16]=3[O:15][CH2:14][C@@H:13]2[CH3:27])(=[O:11])=[O:10])=[CH:5][CH:4]=1.[OH-:28].[Na+].[NH2:30]O. Product: [OH:28][NH:30][C:23]([C:21]1[CH:20]=[CH:19][C:17]2[CH2:18][N:12]([S:9]([C:6]3[CH:7]=[CH:8][C:3]([O:2][CH3:1])=[CH:4][CH:5]=3)(=[O:11])=[O:10])[C@@H:13]([CH3:27])[CH2:14][O:15][C:16]=2[CH:22]=1)=[O:24]. The catalyst class is: 36. (3) Reactant: [Cl:1][C:2]1[C:3]([C:11]([F:14])([F:13])[F:12])=[C:4](B(O)O)[CH:5]=[CH:6][CH:7]=1.FC(F)(F)S(O[C:21]1[CH2:26][CH2:25][N:24]([C:27]([O:29][C:30]([CH3:33])([CH3:32])[CH3:31])=[O:28])[CH2:23][CH:22]=1)(=O)=O.C(=O)([O-])[O-].[Na+].[Na+].COCCOC. Product: [Cl:1][C:2]1[C:3]([C:11]([F:14])([F:13])[F:12])=[C:4]([C:21]2[CH2:26][CH2:25][N:24]([C:27]([O:29][C:30]([CH3:33])([CH3:32])[CH3:31])=[O:28])[CH2:23][CH:22]=2)[CH:5]=[CH:6][CH:7]=1. The catalyst class is: 257. (4) Reactant: [CH2:1]([O:4][C:5](=[O:9])[CH2:6][C:7]#[N:8])[CH:2]=[CH2:3].[H-].[Na+].[CH2:12]([N:14]=[C:15]=[S:16])[CH3:13].Br[CH2:18][C:19](Cl)=O.CN(C)C=[O:25]. Product: [CH2:1]([O:4][C:5](=[O:9])[C:6]([C:7]#[N:8])=[C:15]1[N:14]([CH2:18][CH3:19])[C:12](=[O:25])[CH2:13][S:16]1)[CH:2]=[CH2:3]. The catalyst class is: 413. (5) Product: [CH3:1][N:2]1[CH:6]=[C:5]([C:7]2[N:12]=[CH:11][C:10]([CH2:13][C:14]3[C:15]([CH3:32])=[CH:16][C:17]([CH:34]=[CH2:35])=[C:18]([CH:23]=3)[C:19]([O:21][CH3:22])=[O:20])=[CH:9][CH:8]=2)[C:4]([CH3:33])=[N:3]1. The catalyst class is: 233. Reactant: [CH3:1][N:2]1[CH:6]=[C:5]([C:7]2[N:12]=[CH:11][C:10]([CH2:13][C:14]3[C:15]([CH3:32])=[CH:16][C:17](OS(C(F)(F)F)(=O)=O)=[C:18]([CH:23]=3)[C:19]([O:21][CH3:22])=[O:20])=[CH:9][CH:8]=2)[C:4]([CH3:33])=[N:3]1.[CH2:34](C([Sn])=C(CCCC)CCCC)[CH2:35]CC.[Cl-].[Li+].[F-].[K+].